Predict the reaction yield, written as a fraction of the theoretical maximum amount of product (1.0 means a 100% yield; for example, 0.34 means a 34% yield). From a dataset of Reaction yield outcomes from USPTO patents with 853,638 reactions. The reactants are [CH2:1]([NH:5][CH3:6])[CH2:2][CH2:3][CH3:4].[CH:7]([N:10]=[C:11]=[N:12][CH:13]([CH3:15])[CH3:14])([CH3:9])[CH3:8]. No catalyst specified. The product is [CH2:1]([N:5]([CH3:6])[C:11]([NH:12][CH:13]([CH3:15])[CH3:14])=[N:10][CH:7]([CH3:9])[CH3:8])[CH2:2][CH2:3][CH3:4]. The yield is 1.00.